Task: Regression. Given a peptide amino acid sequence and an MHC pseudo amino acid sequence, predict their binding affinity value. This is MHC class II binding data.. Dataset: Peptide-MHC class II binding affinity with 134,281 pairs from IEDB (1) The binding affinity (normalized) is 0.477. The peptide sequence is MIVDTISDFRAAIAN. The MHC is HLA-DQA10201-DQB10202 with pseudo-sequence HLA-DQA10201-DQB10202. (2) The peptide sequence is YDEPMTPGQCNMVVE. The MHC is HLA-DQA10401-DQB10402 with pseudo-sequence HLA-DQA10401-DQB10402. The binding affinity (normalized) is 0.120. (3) The peptide sequence is LIAIHTLAIRYANRT. The MHC is DRB1_0401 with pseudo-sequence DRB1_0401. The binding affinity (normalized) is 0.432.